From a dataset of Forward reaction prediction with 1.9M reactions from USPTO patents (1976-2016). Predict the product of the given reaction. (1) The product is: [Br:1][C:2]1[C:3]([CH2:15][CH3:16])=[C:4]([CH:8]=[C:9]2[CH2:10][CH2:11][N:12]([CH2:24][C:25]([O:27][CH2:28][CH3:29])=[O:26])[CH2:13][CH2:14]2)[CH:5]=[CH:6][CH:7]=1. Given the reactants [Br:1][C:2]1[C:3]([CH2:15][CH3:16])=[C:4]([CH:8]=[C:9]2[CH2:14][CH2:13][NH:12][CH2:11][CH2:10]2)[CH:5]=[CH:6][CH:7]=1.C(=O)([O-])[O-].[K+].[K+].Br[CH2:24][C:25]([O:27][CH2:28][CH3:29])=[O:26], predict the reaction product. (2) Given the reactants [C:1](O)([C:3](F)(F)F)=[O:2].[C:8]([C:11]1[C:19]2[C:14](=[CH:15][CH:16]=[C:17]([N:20]3[CH2:25][CH2:24][NH:23][CH2:22][CH2:21]3)[CH:18]=2)[N:13]([CH2:26][C:27]([O:29][C:30]([CH3:33])([CH3:32])[CH3:31])=[O:28])[CH:12]=1)(=[O:10])[CH3:9].CCN(C(C)C)C(C)C.C(Cl)(C)=O, predict the reaction product. The product is: [C:8]([C:11]1[C:19]2[C:14](=[CH:15][CH:16]=[C:17]([N:20]3[CH2:25][CH2:24][N:23]([C:1](=[O:2])[CH3:3])[CH2:22][CH2:21]3)[CH:18]=2)[N:13]([CH2:26][C:27]([O:29][C:30]([CH3:33])([CH3:32])[CH3:31])=[O:28])[CH:12]=1)(=[O:10])[CH3:9].